This data is from Volume of distribution at steady state (VDss) regression data from Lombardo et al.. The task is: Regression/Classification. Given a drug SMILES string, predict its absorption, distribution, metabolism, or excretion properties. Task type varies by dataset: regression for continuous measurements (e.g., permeability, clearance, half-life) or binary classification for categorical outcomes (e.g., BBB penetration, CYP inhibition). For this dataset (vdss_lombardo), we predict log10(VDss) (log10 of volume of distribution in L/kg). (1) The compound is Nc1nc(N)c2nc(-c3ccccc3)c(N)nc2n1. The log10(VDss) is 1.11. (2) The drug is CN(C(=O)CO)c1c(I)c(C(=O)NCC(O)CO)c(I)c(C(=O)NCC(O)CO)c1I. The log10(VDss) is -0.640. (3) The drug is COc1ccc(CC2c3cc(OC)c(OC)cc3CC[N+]2(C)CCC(=O)OCCCCCOC(=O)CC[N+]2(C)CCc3cc(OC)c(OC)cc3C2Cc2ccc(OC)c(OC)c2)cc1OC. The log10(VDss) is -1.00. (4) The drug is Cc1onc(-c2ccccc2)c1-c1ccc(S(N)(=O)=O)cc1. The log10(VDss) is -0.120. (5) The molecule is C[NH2+]C(C)Cc1ccccc1. The log10(VDss) is 0.630. (6) The drug is Nc1nc(=O)c2c(CCc3ccc(C(=O)NC(CCC(=O)[O-])C(=O)[O-])cc3)c[nH]c2[nH]1. The log10(VDss) is -0.820.